Dataset: Forward reaction prediction with 1.9M reactions from USPTO patents (1976-2016). Task: Predict the product of the given reaction. (1) Given the reactants [OH:1][C:2]1[C:10]2[O:9][CH2:8][O:7][C:6]=2[CH:5]=[CH:4][C:3]=1[C:11](=[O:13])[CH3:12].I[CH:15]([CH3:17])[CH3:16].C(=O)([O-])[O-].[K+].[K+].Cl, predict the reaction product. The product is: [CH:15]([O:1][C:2]1[C:10]2[O:9][CH2:8][O:7][C:6]=2[CH:5]=[CH:4][C:3]=1[C:11](=[O:13])[CH3:12])([CH3:17])[CH3:16]. (2) Given the reactants [O:1]1[C:5]2[CH:6]=[CH:7][CH:8]=[CH:9][C:4]=2[N:3]=[C:2]1[C:10]1[C:11]([N:25]([C:33]([O:35][C:36]([CH3:39])([CH3:38])[CH3:37])=[O:34])[C:26](=[O:32])[O:27][C:28]([CH3:31])([CH3:30])[CH3:29])=[N:12][CH:13]=[C:14](B2OC(C)(C)C(C)(C)O2)[CH:15]=1.Br[C:41]1[C:42]([CH2:59][O:60][CH3:61])=[N:43][N:44]([CH:46]2[CH2:51][CH2:50][N:49]([C:52]([O:54][C:55]([CH3:58])([CH3:57])[CH3:56])=[O:53])[CH2:48][CH2:47]2)[CH:45]=1.C1(P(C2CCCCC2)C2C=CC=CC=2C2C(OC)=CC=CC=2OC)CCCCC1.P([O-])([O-])([O-])=O.[K+].[K+].[K+], predict the reaction product. The product is: [O:1]1[C:5]2[CH:6]=[CH:7][CH:8]=[CH:9][C:4]=2[N:3]=[C:2]1[C:10]1[CH:15]=[C:14]([C:41]2[C:42]([CH2:59][O:60][CH3:61])=[N:43][N:44]([CH:46]3[CH2:47][CH2:48][N:49]([C:52]([O:54][C:55]([CH3:57])([CH3:58])[CH3:56])=[O:53])[CH2:50][CH2:51]3)[CH:45]=2)[CH:13]=[N:12][C:11]=1[N:25]([C:26]([O:27][C:28]([CH3:31])([CH3:30])[CH3:29])=[O:32])[C:33]([O:35][C:36]([CH3:39])([CH3:37])[CH3:38])=[O:34]. (3) Given the reactants [NH2:1][C:2]1[CH:7]=[CH:6][CH:5]=[CH:4][C:3]=1[OH:8].[NH:9]1[CH2:14][CH2:13][CH:12]([C:15](O)=O)[CH2:11][CH2:10]1.[OH-].[K+], predict the reaction product. The product is: [NH:9]1[CH2:14][CH2:13][CH:12]([C:15]2[O:8][C:3]3[CH:4]=[CH:5][CH:6]=[CH:7][C:2]=3[N:1]=2)[CH2:11][CH2:10]1. (4) Given the reactants B(Br)(Br)Br.[CH3:5][C:6]1([CH3:26])[CH2:9][C:8]([C:16]2[CH:21]=[C:20]([O:22]C)[CH:19]=[CH:18][C:17]=2[O:24]C)([C:10]2[CH:15]=[CH:14][CH:13]=[CH:12][CH:11]=2)[CH2:7]1.O, predict the reaction product. The product is: [CH3:5][C:6]1([CH3:26])[CH2:7][C:8]([C:16]2[CH:21]=[C:20]([OH:22])[CH:19]=[CH:18][C:17]=2[OH:24])([C:10]2[CH:11]=[CH:12][CH:13]=[CH:14][CH:15]=2)[CH2:9]1. (5) Given the reactants O=C1C2C(=CC=CC=2)C(=O)[N:3]1[C@@H:12]1[CH2:16][O:15][CH2:14][C@H:13]1[NH:17][C:18](=[O:29])[C:19]1[C:24]([O:25][CH3:26])=[CH:23][CH:22]=[CH:21][C:20]=1[O:27][CH3:28].O.NN, predict the reaction product. The product is: [NH2:3][C@@H:12]1[CH2:16][O:15][CH2:14][C@H:13]1[NH:17][C:18](=[O:29])[C:19]1[C:24]([O:25][CH3:26])=[CH:23][CH:22]=[CH:21][C:20]=1[O:27][CH3:28]. (6) Given the reactants [C:1]([O-:4])(=[O:3])[CH3:2].[K+].[I-].[K+].Br[CH2:9][CH2:10][CH2:11][C:12]([CH2:14][CH2:15][CH2:16][C:17](=[O:22])[CH2:18][CH2:19][CH2:20]Br)=[O:13], predict the reaction product. The product is: [C:1]([O:4][CH2:9][CH2:10][CH2:11][C:12]([CH2:14][CH2:15][CH2:16][C:17](=[O:22])[CH2:18][CH2:19][CH2:20][O:4][C:1](=[O:3])[CH3:2])=[O:13])(=[O:3])[CH3:2].